The task is: Predict the reactants needed to synthesize the given product.. This data is from Full USPTO retrosynthesis dataset with 1.9M reactions from patents (1976-2016). (1) Given the product [CH2:9]([O:16][C:17]1[C:18]([CH3:36])=[CH:19][C:20]([C:24]2[NH:33][C:32](=[O:34])[C:31]3[C:26](=[CH:27][C:28]([O:7][CH2:6][CH2:5][N:4]([CH3:8])[CH3:3])=[CH:29][CH:30]=3)[N:25]=2)=[CH:21][C:22]=1[CH3:23])[C:10]1[CH:11]=[CH:12][CH:13]=[CH:14][CH:15]=1, predict the reactants needed to synthesize it. The reactants are: [H-].[Na+].[CH3:3][N:4]([CH3:8])[CH2:5][CH2:6][OH:7].[CH2:9]([O:16][C:17]1[C:22]([CH3:23])=[CH:21][C:20]([C:24]2[NH:33][C:32](=[O:34])[C:31]3[C:26](=[CH:27][C:28](F)=[CH:29][CH:30]=3)[N:25]=2)=[CH:19][C:18]=1[CH3:36])[C:10]1[CH:15]=[CH:14][CH:13]=[CH:12][CH:11]=1.Cl. (2) Given the product [NH2:7][C:8]1[CH:9]=[C:10]([CH:14]2[CH2:15][CH2:16][N:17]([C:29](=[O:30])[CH2:28][N:25]3[CH2:26][CH2:27][N:22]([CH3:21])[CH2:23][CH2:24]3)[CH2:18][CH2:19]2)[CH:11]=[CH:12][CH:13]=1, predict the reactants needed to synthesize it. The reactants are: C(OC(=O)[NH:7][C:8]1[CH:13]=[CH:12][CH:11]=[C:10]([CH:14]2[CH2:19][CH2:18][NH:17][CH2:16][CH2:15]2)[CH:9]=1)(C)(C)C.[CH3:21][N:22]1[CH2:27][CH2:26][N:25]([CH2:28][C:29](O)=[O:30])[CH2:24][CH2:23]1.C1C=CC2N(O)N=NC=2C=1.CCN(C(C)C)C(C)C. (3) Given the product [C:1]([C:3]1[N:4]=[C:5]([C:21]([OH:23])=[O:22])[C:6]2[C:11]([C:12]=1[C:13]1[CH:18]=[CH:17][CH:16]=[CH:15][N:14]=1)=[CH:10][C:9]([O:19][CH3:20])=[CH:8][CH:7]=2)#[N:2], predict the reactants needed to synthesize it. The reactants are: [C:1]([C:3]1[N:4]=[C:5]([C:21]([O:23]C)=[O:22])[C:6]2[C:11]([C:12]=1[C:13]1[CH:18]=[CH:17][CH:16]=[CH:15][N:14]=1)=[CH:10][C:9]([O:19][CH3:20])=[CH:8][CH:7]=2)#[N:2].[OH-].[Na+].O.Cl. (4) Given the product [NH2:37][C:31]1[C:30]([Br:29])=[CH:35][CH:34]=[CH:33][C:32]=1[NH:36][C:24]([C:9]1([NH:8][C:6](=[O:7])[O:5][C:1]([CH3:4])([CH3:2])[CH3:3])[CH2:14][CH2:13][N:12]([C:15]2[C:16]3[CH:23]=[CH:22][NH:21][C:17]=3[N:18]=[CH:19][N:20]=2)[CH2:11][CH2:10]1)=[O:25], predict the reactants needed to synthesize it. The reactants are: [C:1]([O:5][C:6]([NH:8][C:9]1([C:24](O)=[O:25])[CH2:14][CH2:13][N:12]([C:15]2[C:16]3[CH:23]=[CH:22][NH:21][C:17]=3[N:18]=[CH:19][N:20]=2)[CH2:11][CH2:10]1)=[O:7])([CH3:4])([CH3:3])[CH3:2].Cl.Cl.[Br:29][C:30]1[CH:35]=[CH:34][CH:33]=[C:32]([NH2:36])[C:31]=1[NH2:37].CN(C(ON1N=NC2C=CC=NC1=2)=[N+](C)C)C.F[P-](F)(F)(F)(F)F.CCN(C(C)C)C(C)C. (5) The reactants are: [CH2:1]([O:8][C:9]1[CH:18]=[C:17]2[C:12]([C:13]([Cl:19])=[N:14][CH:15]=[N:16]2)=[CH:11][C:10]=1[O:20][CH3:21])[C:2]1[CH:7]=[CH:6][CH:5]=[CH:4][CH:3]=1.[NH2:22][C:23]1[CH:31]=[C:30]2[C:26]([CH:27]=[CH:28][NH:29]2)=[CH:25][CH:24]=1. Given the product [ClH:19].[CH2:1]([O:8][C:9]1[CH:18]=[C:17]2[C:12]([C:13]([NH:22][C:23]3[CH:31]=[C:30]4[C:26]([CH:27]=[CH:28][NH:29]4)=[CH:25][CH:24]=3)=[N:14][CH:15]=[N:16]2)=[CH:11][C:10]=1[O:20][CH3:21])[C:2]1[CH:7]=[CH:6][CH:5]=[CH:4][CH:3]=1, predict the reactants needed to synthesize it. (6) Given the product [S:18]1[CH:19]=[C:15]([N:10]2[CH2:11][CH2:12][N:8]([C:3]3[CH:4]=[N:5][CH:6]=[CH:7][C:2]=3[CH3:1])[C:9]2=[O:13])[CH:16]=[N:17]1, predict the reactants needed to synthesize it. The reactants are: [CH3:1][C:2]1[CH:7]=[CH:6][N:5]=[CH:4][C:3]=1[N:8]1[CH2:12][CH2:11][NH:10][C:9]1=[O:13].Br[C:15]1[CH:16]=[N:17][S:18][CH:19]=1.N[C@@H]1CCCC[C@H]1N.P([O-])([O-])([O-])=O.[K+].[K+].[K+]. (7) Given the product [CH3:13][N:2]([CH2:3][C:4]1[CH:5]=[C:6]([CH:7]=[CH:8][CH:9]=1)[NH2:10])[CH3:1], predict the reactants needed to synthesize it. The reactants are: [CH3:1][N:2]([CH3:13])[CH2:3][C:4]1[CH:9]=[CH:8][CH:7]=[C:6]([N+:10]([O-])=O)[CH:5]=1.Cl.Cl[Sn]Cl. (8) Given the product [CH3:22][O:21][C:18]1[CH:19]=[CH:20][C:15]([CH:8]2[CH2:7][CH2:6][C:5]3[C:10](=[CH:11][CH:12]=[C:3]([O:2][CH3:1])[CH:4]=3)[C:9]2([CH3:14])[CH3:13])=[C:16]([NH2:23])[CH:17]=1, predict the reactants needed to synthesize it. The reactants are: [CH3:1][O:2][C:3]1[CH:4]=[C:5]2[C:10](=[CH:11][CH:12]=1)[C:9]([CH3:14])([CH3:13])[C:8]([C:15]1[CH:20]=[CH:19][C:18]([O:21][CH3:22])=[CH:17][C:16]=1[N+:23]([O-])=O)=[CH:7][CH2:6]2. (9) Given the product [CH:9]1([C:7]2[O:8][C:4]3[C:5](=[C:12]([C:15]#[N:16])[C:13]([CH3:14])=[C:2]([C:23]4[S:24][CH:25]=[CH:26][CH:27]=4)[C:3]=3[F:17])[N:6]=2)[CH2:11][CH2:10]1, predict the reactants needed to synthesize it. The reactants are: Br[C:2]1[C:3]([F:17])=[C:4]2[O:8][C:7]([CH:9]3[CH2:11][CH2:10]3)=[N:6][C:5]2=[C:12]([C:15]#[N:16])[C:13]=1[CH3:14].C([Sn](CCCC)(CCCC)[C:23]1[S:24][CH:25]=[CH:26][CH:27]=1)CCC.C(C1C(O)=C(C(C)(C)C)C=C(C)C=1)(C)(C)C.